This data is from Reaction yield outcomes from USPTO patents with 853,638 reactions. The task is: Predict the reaction yield, written as a fraction of the theoretical maximum amount of product (1.0 means a 100% yield; for example, 0.34 means a 34% yield). (1) The reactants are [S:1](=[O:5])(=O)(O)[OH:2].CS[C@@H:8]1[CH2:16][N:15]2[C@@H:10]([CH2:11][C:12](=[O:17])[CH2:13][CH2:14]2)[CH2:9]1.OO.[C:20](=O)([O-])O.[Na+]. The catalyst is CO.O.O.[O-][W]([O-])(=O)=O.[Na+].[Na+]. The product is [CH3:20][S:1]([C@@H:8]1[CH2:16][N:15]2[C@@H:10]([CH2:11][C:12](=[O:17])[CH2:13][CH2:14]2)[CH2:9]1)(=[O:5])=[O:2]. The yield is 0.710. (2) The reactants are [Cl:1][C:2]1[CH:7]=[CH:6][C:5]([C:8](=[CH2:13])[C:9]([O:11][CH3:12])=[O:10])=[CH:4][CH:3]=1.[CH:14]([NH2:17])([CH3:16])[CH3:15].[CH3:18][C:19]([O:22][C:23](O[C:23]([O:22][C:19]([CH3:21])([CH3:20])[CH3:18])=[O:24])=[O:24])([CH3:21])[CH3:20]. The catalyst is C1COCC1. The product is [C:19]([O:22][C:23]([N:17]([CH:14]([CH3:16])[CH3:15])[CH2:13][CH:8]([C:5]1[CH:4]=[CH:3][C:2]([Cl:1])=[CH:7][CH:6]=1)[C:9]([O:11][CH3:12])=[O:10])=[O:24])([CH3:21])([CH3:20])[CH3:18]. The yield is 0.940. (3) The reactants are [CH3:1][C:2]1[C:11]([CH3:12])=[CH:10][C:9]([N+:13]([O-])=O)=[C:8]2[C:3]=1[CH:4]=[CH:5][CH:6]=[N:7]2.O.NN. The catalyst is [Ni].CO. The product is [CH3:1][C:2]1[C:11]([CH3:12])=[CH:10][C:9]([NH2:13])=[C:8]2[C:3]=1[CH:4]=[CH:5][CH:6]=[N:7]2. The yield is 0.770. (4) The reactants are [CH3:1][C:2]1[CH:7]=[CH:6][C:5]([S:8]([O:11][CH2:12][CH:13]2[CH2:17][C:16]3[CH:18]=[CH:19][CH:20]=[C:21](Br)[C:15]=3[O:14]2)(=[O:10])=[O:9])=[CH:4][CH:3]=1.[CH3:23][C:24]1[CH:25]=[C:26](B(O)O)[CH:27]=[CH:28][CH:29]=1.CC(C)([O-])C.[K+]. The catalyst is CC1C=CC=CC=1[P](C1C=CC=CC=1C)([Pd](Cl)(Cl)[P](C1=C(C)C=CC=C1)(C1C=CC=CC=1C)C1C=CC=CC=1C)C1C=CC=CC=1C. The product is [CH3:1][C:2]1[CH:7]=[CH:6][C:5]([S:8]([O:11][CH2:12][CH:13]2[CH2:17][C:16]3[CH:18]=[CH:19][CH:20]=[C:21]([C:29]4[CH:28]=[CH:27][CH:26]=[CH:25][C:24]=4[CH3:23])[C:15]=3[O:14]2)(=[O:10])=[O:9])=[CH:4][CH:3]=1. The yield is 0.700. (5) The reactants are [N:1]1([CH2:7][CH2:8][CH2:9][OH:10])[CH2:6][CH2:5][NH:4][CH2:3][CH2:2]1.[CH3:11][C:12]([O:15][C:16](O[C:16]([O:15][C:12]([CH3:14])([CH3:13])[CH3:11])=[O:17])=[O:17])([CH3:14])[CH3:13].CCN(C(C)C)C(C)C. The catalyst is C(Cl)Cl. The product is [OH:10][CH2:9][CH2:8][CH2:7][N:1]1[CH2:6][CH2:5][N:4]([C:16]([O:15][C:12]([CH3:14])([CH3:13])[CH3:11])=[O:17])[CH2:3][CH2:2]1. The yield is 0.970. (6) The reactants are [N:1]1([C:10]2[S:14][C:13](C(O)=O)=[C:12]([O:18][CH2:19][C:20]3[CH:25]=[CH:24][CH:23]=[CH:22][C:21]=3[CH3:26])[CH:11]=2)[C:5]2[CH:6]=[CH:7][CH:8]=[CH:9][C:4]=2[N:3]=[CH:2]1.C(OCC)(=O)C. The catalyst is C(O)(=O)C. The product is [CH3:26][C:21]1[CH:22]=[CH:23][CH:24]=[CH:25][C:20]=1[CH2:19][O:18][C:12]1[CH:11]=[C:10]([N:1]2[C:5]3[CH:6]=[CH:7][CH:8]=[CH:9][C:4]=3[N:3]=[CH:2]2)[S:14][CH:13]=1. The yield is 0.920.